From a dataset of Peptide-MHC class I binding affinity with 185,985 pairs from IEDB/IMGT. Regression. Given a peptide amino acid sequence and an MHC pseudo amino acid sequence, predict their binding affinity value. This is MHC class I binding data. The peptide sequence is GAHWGVLAGI. The MHC is Patr-B0101 with pseudo-sequence Patr-B0101. The binding affinity (normalized) is 0.580.